This data is from Full USPTO retrosynthesis dataset with 1.9M reactions from patents (1976-2016). The task is: Predict the reactants needed to synthesize the given product. Given the product [CH3:10][O:9][C:7]1[CH:6]=[C:5]([N:11]2[CH2:12][C:13]3[C:14](=[N:15][C:16]([S:19][CH3:20])=[N:17][CH:18]=3)[NH:21][C:24]2=[O:25])[CH:4]=[C:3]([O:2][CH3:1])[CH:8]=1, predict the reactants needed to synthesize it. The reactants are: [CH3:1][O:2][C:3]1[CH:4]=[C:5]([NH:11][CH2:12][C:13]2[C:14]([NH2:21])=[N:15][C:16]([S:19][CH3:20])=[N:17][CH:18]=2)[CH:6]=[C:7]([O:9][CH3:10])[CH:8]=1.[H-].[Na+].[C:24](N1C=CN=C1)(N1C=CN=C1)=[O:25].